This data is from Catalyst prediction with 721,799 reactions and 888 catalyst types from USPTO. The task is: Predict which catalyst facilitates the given reaction. (1) Reactant: [C@H:1]1([NH:14][C:15](=[O:24])[O:16][CH2:17][C:18]2[CH:23]=[CH:22][CH:21]=[CH:20][CH:19]=2)[CH2:5][CH2:4][C@@H:3]([NH:6]C(=O)OC(C)(C)C)[CH2:2]1.[ClH:25]. Product: [ClH:25].[NH2:6][C@@H:3]1[CH2:4][CH2:5][C@H:1]([NH:14][C:15](=[O:24])[O:16][CH2:17][C:18]2[CH:23]=[CH:22][CH:21]=[CH:20][CH:19]=2)[CH2:2]1. The catalyst class is: 25. (2) Reactant: CS(O)(=O)=O.[NH2:6][CH2:7][C:8]1[CH:9]=[C:10]2[C:14](=[CH:15][CH:16]=1)[C:13](=[O:17])[N:12]([CH:18]1[CH2:23][CH2:22][C:21](=[O:24])[NH:20][C:19]1=[O:25])[CH2:11]2.CN(C(ON1N=NC2C=CC=NC1=2)=[N+](C)C)C.F[P-](F)(F)(F)(F)F.[Cl:50][C:51]1[CH:56]=[CH:55][C:54]([C:57]([F:62])([F:61])[C:58](O)=[O:59])=[CH:53][CH:52]=1.C(N(C(C)C)C(C)C)C. Product: [Cl:50][C:51]1[CH:52]=[CH:53][C:54]([C:57]([F:61])([F:62])[C:58]([NH:6][CH2:7][C:8]2[CH:9]=[C:10]3[C:14](=[CH:15][CH:16]=2)[C:13](=[O:17])[N:12]([CH:18]2[CH2:23][CH2:22][C:21](=[O:24])[NH:20][C:19]2=[O:25])[CH2:11]3)=[O:59])=[CH:55][CH:56]=1. The catalyst class is: 18. (3) Reactant: [CH3:1][N:2]([CH3:37])[C@@H:3]1[CH2:7][CH2:6][N:5]([C@@H:8]2[CH2:13][CH2:12][C@H:11]([N:14]3[C:18]4[N:19]=[CH:20][N:21]=[C:22]([NH2:23])[C:17]=4[C:16]([C:24]4[CH:29]=[CH:28][C:27]([O:30][C:31]5[CH:36]=[CH:35][CH:34]=[CH:33][CH:32]=5)=[CH:26][CH:25]=4)=[CH:15]3)[CH2:10][CH2:9]2)[CH2:4]1.[C:38]([OH:45])(=[O:44])/[CH:39]=[CH:40]\[C:41]([OH:43])=[O:42]. Product: [C:38]([OH:45])(=[O:44])/[CH:39]=[CH:40]\[C:41]([OH:43])=[O:42].[C:38]([OH:45])(=[O:44])/[CH:39]=[CH:40]\[C:41]([OH:43])=[O:42].[C:38]([OH:45])(=[O:44])/[CH:39]=[CH:40]\[C:41]([OH:43])=[O:42].[CH3:1][N:2]([CH3:37])[C@@H:3]1[CH2:7][CH2:6][N:5]([C@@H:8]2[CH2:13][CH2:12][C@H:11]([N:14]3[C:18]4[N:19]=[CH:20][N:21]=[C:22]([NH2:23])[C:17]=4[C:16]([C:24]4[CH:25]=[CH:26][C:27]([O:30][C:31]5[CH:32]=[CH:33][CH:34]=[CH:35][CH:36]=5)=[CH:28][CH:29]=4)=[CH:15]3)[CH2:10][CH2:9]2)[CH2:4]1. The catalyst class is: 8. (4) Reactant: [C:1]([Cl:5])(Cl)(Cl)[Cl:2].C1(P(C2C=CC=CC=2)C2C=CC=CC=2)C=CC=CC=1.[Cl:25][C:26]1[C:31]([O:32][C:33]2[CH:38]=[CH:37][CH:36]=[C:35]([O:39][CH3:40])[CH:34]=2)=[CH:30][C:29]([C:41](=O)[C:42]([O:44][CH2:45][CH3:46])=[O:43])=[C:28]([F:48])[CH:27]=1. Product: [Cl:2][C:1]([Cl:5])=[C:41]([C:29]1[CH:30]=[C:31]([O:32][C:33]2[CH:38]=[CH:37][CH:36]=[C:35]([O:39][CH3:40])[CH:34]=2)[C:26]([Cl:25])=[CH:27][C:28]=1[F:48])[C:42]([O:44][CH2:45][CH3:46])=[O:43]. The catalyst class is: 4. (5) Reactant: [NH:1]1[C:9]2[C:4](=[CH:5][CH:6]=[CH:7][CH:8]=2)[C:3]([CH2:10][CH2:11][N:12]([CH2:23][C:24]2[CH:29]=[CH:28][C:27]([C:30]#[C:31][CH2:32][NH:33][C:34](=[O:45])[CH2:35][O:36][CH2:37][C:38]3[CH:43]=[CH:42][C:41]([F:44])=[CH:40][CH:39]=3)=[CH:26][CH:25]=2)[CH2:13][CH2:14][O:15][Si](C(C)(C)C)(C)C)=[CH:2]1. Product: [NH:1]1[C:9]2[C:4](=[CH:5][CH:6]=[CH:7][CH:8]=2)[C:3]([CH2:10][CH2:11][N:12]([CH2:23][C:24]2[CH:29]=[CH:28][C:27]([C:30]#[C:31][CH2:32][NH:33][C:34](=[O:45])[CH2:35][O:36][CH2:37][C:38]3[CH:43]=[CH:42][C:41]([F:44])=[CH:40][CH:39]=3)=[CH:26][CH:25]=2)[CH2:13][CH2:14][OH:15])=[CH:2]1. The catalyst class is: 8.